Predict the reaction yield, written as a fraction of the theoretical maximum amount of product (1.0 means a 100% yield; for example, 0.34 means a 34% yield). From a dataset of Reaction yield outcomes from USPTO patents with 853,638 reactions. (1) The reactants are [CH:1]([C:4]1[CH:9]=[CH:8][C:7]([CH:10]2[C:14]3[C:15]([CH3:30])=[C:16]([NH:21][C:22](=O)[O:23]CC(Cl)(Cl)Cl)[C:17]([CH3:20])=[C:18]([CH3:19])[C:13]=3[O:12][CH2:11]2)=[CH:6][CH:5]=1)([CH3:3])[CH3:2].[CH2:31]([NH2:34])[CH2:32][CH3:33]. The catalyst is CCCCCC.C(OCC)(=O)C. The product is [CH:1]([C:4]1[CH:9]=[CH:8][C:7]([CH:10]2[C:14]3[C:15]([CH3:30])=[C:16]([NH:21][C:22]([NH:34][CH2:31][CH2:32][CH3:33])=[O:23])[C:17]([CH3:20])=[C:18]([CH3:19])[C:13]=3[O:12][CH2:11]2)=[CH:6][CH:5]=1)([CH3:2])[CH3:3]. The yield is 0.530. (2) The reactants are [O:1]=[C:2]1[N:6]([C@@H:7]([C:9]2[CH:14]=[CH:13][CH:12]=[CH:11][CH:10]=2)[CH3:8])[CH2:5][C@H:4]([C:15]#[N:16])[CH2:3]1.N.O. The catalyst is CO.[Ni]. The product is [NH2:16][CH2:15][C@H:4]1[CH2:5][N:6]([C@@H:7]([C:9]2[CH:14]=[CH:13][CH:12]=[CH:11][CH:10]=2)[CH3:8])[C:2](=[O:1])[CH2:3]1. The yield is 1.00. (3) The reactants are [N:1]12[CH2:8][CH2:7][C:4]([C:9]([C:17]3[CH:22]=[CH:21][CH:20]=[CH:19][CH:18]=3)([C:11]3[CH:16]=[CH:15][CH:14]=[CH:13][CH:12]=3)[OH:10])([CH2:5][CH2:6]1)[CH2:3][CH2:2]2.[CH3:23][O:24][CH2:25][CH2:26][Br:27]. The catalyst is CC#N. The yield is 0.428. The product is [Br-:27].[OH:10][C:9]([C:17]1[CH:22]=[CH:21][CH:20]=[CH:19][CH:18]=1)([C:11]1[CH:12]=[CH:13][CH:14]=[CH:15][CH:16]=1)[C:4]12[CH2:5][CH2:6][N+:1]([CH2:26][CH2:25][O:24][CH3:23])([CH2:2][CH2:3]1)[CH2:8][CH2:7]2. (4) The reactants are CC[O-].[Na+].Cl.[NH2:6][C:7]([NH2:9])=[NH:8].CN(C)/[CH:12]=[CH:13]/[C:14]([C:16]1[S:20][C:19]2[CH:21]=[CH:22][C:23]([O:25][C:26]3[CH:31]=[CH:30][CH:29]=[CH:28][CH:27]=3)=[CH:24][C:18]=2[C:17]=1[CH3:32])=O. The catalyst is C(O)C. The product is [CH3:32][C:17]1[C:18]2[CH:24]=[C:23]([O:25][C:26]3[CH:31]=[CH:30][CH:29]=[CH:28][CH:27]=3)[CH:22]=[CH:21][C:19]=2[S:20][C:16]=1[C:14]1[CH:13]=[CH:12][N:6]=[C:7]([NH2:9])[N:8]=1. The yield is 0.390. (5) The reactants are O[C:2]1[N:7]2[N:8]=[CH:9][CH:10]=[C:6]2[N:5]=[CH:4][C:3]=1[C:11]([O:13][CH2:14][CH3:15])=[O:12].[Cl:16][C:17]1[CH:23]=[C:22]([F:24])[C:21]([CH3:25])=[CH:20][C:18]=1[NH2:19]. No catalyst specified. The product is [Cl:16][C:17]1[CH:23]=[C:22]([F:24])[C:21]([CH3:25])=[CH:20][C:18]=1[NH:19][C:2]1[N:7]2[N:8]=[CH:9][CH:10]=[C:6]2[N:5]=[CH:4][C:3]=1[C:11]([O:13][CH2:14][CH3:15])=[O:12]. The yield is 0.760. (6) The reactants are [N+:1]([C:4]1[CH:25]=[CH:24][C:7]2[NH:8][C:9](=[C:11]([C:14]3[N:19]=[C:18]([C:20]([F:23])([F:22])[F:21])[CH:17]=[CH:16][N:15]=3)[C:12]#[N:13])[S:10][C:6]=2[CH:5]=1)([O-:3])=[O:2].[OH2:26]. The catalyst is S(=O)(=O)(O)O. The product is [N+:1]([C:4]1[CH:25]=[CH:24][C:7]2[NH:8][C:9](=[C:11]([C:14]3[N:19]=[C:18]([C:20]([F:23])([F:22])[F:21])[CH:17]=[CH:16][N:15]=3)[C:12]([NH2:13])=[O:26])[S:10][C:6]=2[CH:5]=1)([O-:3])=[O:2]. The yield is 0.890.